This data is from Full USPTO retrosynthesis dataset with 1.9M reactions from patents (1976-2016). The task is: Predict the reactants needed to synthesize the given product. (1) Given the product [Br:1][C:2]1[CH:15]=[C:14]2[C:5]([O:6][CH2:7][CH2:8][N:9]3[C:13]2=[N:12][C:11]([C:29]([NH2:27])=[O:30])=[CH:10]3)=[CH:4][CH:3]=1, predict the reactants needed to synthesize it. The reactants are: [Br:1][C:2]1[CH:15]=[C:14]2[C:5]([O:6][CH2:7][CH2:8][N:9]3[C:13]2=[N:12][C:11](I)=[CH:10]3)=[CH:4][CH:3]=1.C[Si](C)(C)N[Si](C)(C)C.C[N:27]([CH:29]=[O:30])C. (2) Given the product [OH:10][CH2:9][C:8]1[CH:13]=[CH:14][C:5]([C:3]#[N:4])=[C:6]([CH3:15])[CH:7]=1, predict the reactants needed to synthesize it. The reactants are: [BH4-].[Li+].[C:3]([C:5]1[CH:14]=[CH:13][C:8]([C:9](OC)=[O:10])=[CH:7][C:6]=1[CH3:15])#[N:4]. (3) Given the product [NH2:24][C:6]1[C:5]2[C:4]3[C:12](=[C:13]([NH:15][C:16](=[O:23])[C:17]4[CH:22]=[CH:21][CH:20]=[N:19][CH:18]=4)[CH:14]=[C:2]([Cl:1])[CH:3]=3)[NH:11][C:10]=2[CH:9]=[N:8][CH:7]=1, predict the reactants needed to synthesize it. The reactants are: [Cl:1][C:2]1[CH:3]=[C:4]2[C:12](=[C:13]([NH:15][C:16](=[O:23])[C:17]3[CH:22]=[CH:21][CH:20]=[N:19][CH:18]=3)[CH:14]=1)[NH:11][C:10]1[CH:9]=[N:8][CH:7]=[C:6]([NH:24]C(=O)C(F)(F)F)[C:5]2=1.C([O-])([O-])=O.[K+].[K+]. (4) Given the product [OH:9][CH2:8][C:7]1[C:2]([CH3:1])=[N:3][CH:4]=[CH:5][C:6]=1[CH3:13], predict the reactants needed to synthesize it. The reactants are: [CH3:1][C:2]1[C:7]([C:8](OCC)=[O:9])=[C:6]([CH3:13])[CH:5]=[CH:4][N:3]=1.[H-].[Al+3].[Li+].[H-].[H-].[H-].O.[OH-].[Na+]. (5) Given the product [C:18]([C:22]1[CH:23]=[C:24]([C:28]2[NH:29][C:3]([C:4]([S:7]([C:10]3[CH:15]=[CH:14][C:13]([Cl:16])=[CH:12][CH:11]=3)(=[O:9])=[O:8])([CH3:6])[CH3:5])=[CH:2][N:30]=2)[N:25]([CH3:27])[N:26]=1)([CH3:21])([CH3:19])[CH3:20], predict the reactants needed to synthesize it. The reactants are: Br[CH2:2][C:3](=O)[C:4]([S:7]([C:10]1[CH:15]=[CH:14][C:13]([Cl:16])=[CH:12][CH:11]=1)(=[O:9])=[O:8])([CH3:6])[CH3:5].[C:18]([C:22]1[CH:23]=[C:24]([C:28]([NH2:30])=[NH:29])[N:25]([CH3:27])[N:26]=1)([CH3:21])([CH3:20])[CH3:19]. (6) Given the product [Cl:17][C:11]1[CH:10]=[C:9]([C:6]2[CH:7]=[CH:8][N:4]([CH2:3][C@@H:2]([NH:1][C:28]([C:21]3[C:22]4[CH2:27][CH2:26][CH2:25][CH2:24][C:23]=4[O:19][N:20]=3)=[O:29])[CH3:18])[N:5]=2)[CH:16]=[CH:15][C:12]=1[C:13]#[N:14], predict the reactants needed to synthesize it. The reactants are: [NH2:1][C@@H:2]([CH3:18])[CH2:3][N:4]1[CH:8]=[CH:7][C:6]([C:9]2[CH:16]=[CH:15][C:12]([C:13]#[N:14])=[C:11]([Cl:17])[CH:10]=2)=[N:5]1.[O:19]1[C:23]2[CH2:24][CH2:25][CH2:26][CH2:27][C:22]=2[C:21]([C:28](O)=[O:29])=[N:20]1. (7) Given the product [Cl:47][C:11]1[CH:10]=[C:9]([C:12]2[N:17]=[C:16]3[N:18]([CH:21]4[CH2:22][CH2:23][N:24]([CH2:27][C:28]5[CH:29]=[N:30][CH:31]=[CH:32][CH:33]=5)[CH2:25][CH2:26]4)[N:19]=[CH:20][C:15]3=[C:14]([N:34]3[CH2:39][CH2:38][O:37][CH2:36][CH2:35]3)[N:13]=2)[CH:8]=[CH:7][C:6]=1[NH:5][C:3]([NH:2][CH3:1])=[O:4], predict the reactants needed to synthesize it. The reactants are: [CH3:1][NH:2][C:3]([NH:5][C:6]1[CH:11]=[CH:10][C:9]([C:12]2[N:17]=[C:16]3[N:18]([CH:21]4[CH2:26][CH2:25][N:24]([CH2:27][C:28]5[CH:29]=[N:30][CH:31]=[CH:32][CH:33]=5)[CH2:23][CH2:22]4)[N:19]=[CH:20][C:15]3=[C:14]([N:34]3[CH2:39][CH2:38][O:37][CH2:36][CH2:35]3)[N:13]=2)=[CH:8][CH:7]=1)=[O:4].C1C(=O)N([Cl:47])C(=O)C1.